Task: Predict the reactants needed to synthesize the given product.. Dataset: Full USPTO retrosynthesis dataset with 1.9M reactions from patents (1976-2016) (1) Given the product [OH:19][C:16]1[CH:17]=[C:18]2[C:13](=[CH:14][CH:15]=1)[NH:12][CH:11]=[C:10]2[CH2:9][C@H:8]([NH:20][C:21]([C:23]1[CH:42]=[CH:41][C:26]2[N:27]([CH:35]3[CH2:36][CH2:37][CH2:38][CH2:39][CH2:40]3)[C:28]([C:30]3[CH:34]=[CH:33][O:32][CH:31]=3)=[N:29][C:25]=2[CH:24]=1)=[O:22])[C:6](=[O:7])[NH:5][CH2:4][CH2:3][N:2]1[CH2:1][CH2:51][O:50][CH2:49][CH2:43]1, predict the reactants needed to synthesize it. The reactants are: [CH3:1][N:2]([CH3:43])[CH2:3][CH2:4][NH:5][C:6]([C@@H:8]([NH:20][C:21]([C:23]1[CH:42]=[CH:41][C:26]2[N:27]([CH:35]3[CH2:40][CH2:39][CH2:38][CH2:37][CH2:36]3)[C:28]([C:30]3[CH:34]=[CH:33][O:32][CH:31]=3)=[N:29][C:25]=2[CH:24]=1)=[O:22])[CH2:9][C:10]1[C:18]2[C:13](=[CH:14][CH:15]=[C:16]([OH:19])[CH:17]=2)[NH:12][CH:11]=1)=[O:7].NCCN1C[CH2:51][O:50][CH2:49]C1. (2) Given the product [NH2:1][C:2]1[CH:3]=[CH:4][C:5]([C:6]([O:8][CH2:9][CH3:10])=[O:7])=[CH:11][C:12]=1[Br:20], predict the reactants needed to synthesize it. The reactants are: [NH2:1][C:2]1[CH:12]=[CH:11][C:5]([C:6]([O:8][CH2:9][CH3:10])=[O:7])=[CH:4][CH:3]=1.C(N(CC)CC)C.[Br:20]Br.O. (3) Given the product [C:1]([O:5][C:6]([N:8]1[CH2:13][CH2:12][C@H:11]([NH2:14])[C@H:10]([C:23]([F:26])([F:24])[F:25])[CH2:9]1)=[O:7])([CH3:4])([CH3:2])[CH3:3], predict the reactants needed to synthesize it. The reactants are: [C:1]([O:5][C:6]([N:8]1[CH2:13][CH2:12][C@H:11]([NH:14][C@@H](C2C=CC=CC=2)C)[C@H:10]([C:23]([F:26])([F:25])[F:24])[CH2:9]1)=[O:7])([CH3:4])([CH3:3])[CH3:2].